From a dataset of Peptide-MHC class I binding affinity with 185,985 pairs from IEDB/IMGT. Regression. Given a peptide amino acid sequence and an MHC pseudo amino acid sequence, predict their binding affinity value. This is MHC class I binding data. (1) The peptide sequence is LMAVVLASL. The MHC is HLA-A02:01 with pseudo-sequence HLA-A02:01. The binding affinity (normalized) is 0.565. (2) The peptide sequence is FATCGLFAL. The MHC is HLA-B54:01 with pseudo-sequence HLA-B54:01. The binding affinity (normalized) is 0.191. (3) The peptide sequence is TGMRNVPEK. The MHC is HLA-A03:01 with pseudo-sequence HLA-A03:01. The binding affinity (normalized) is 0.186. (4) The peptide sequence is LMTLKDAML. The MHC is HLA-A02:01 with pseudo-sequence HLA-A02:01. The binding affinity (normalized) is 0.372. (5) The peptide sequence is MPEWANFKF. The MHC is HLA-B54:01 with pseudo-sequence HLA-B54:01. The binding affinity (normalized) is 0.332. (6) The peptide sequence is RVFNNYMPY. The binding affinity (normalized) is 0.0847. The MHC is HLA-B07:02 with pseudo-sequence HLA-B07:02. (7) The peptide sequence is GELDRWEKI. The MHC is HLA-A02:02 with pseudo-sequence HLA-A02:02. The binding affinity (normalized) is 0. (8) The peptide sequence is IRYLGVLLY. The MHC is HLA-B08:03 with pseudo-sequence HLA-B08:03. The binding affinity (normalized) is 0.0847. (9) The peptide sequence is VPGSETMCY. The MHC is HLA-B18:01 with pseudo-sequence HLA-B18:01. The binding affinity (normalized) is 0.0241.